Dataset: Catalyst prediction with 721,799 reactions and 888 catalyst types from USPTO. Task: Predict which catalyst facilitates the given reaction. Reactant: [C:1]([CH2:3][C:4]1([N:15]2[CH:19]=[C:18]([C:20]3[N:25]4[CH:26]=[CH:27][N:28]=[C:24]4[CH:23]=[C:22]([C:29]4[CH:34]=[CH:33][C:32]([N:35]5[CH2:40][CH2:39][N:38]([CH3:41])[CH2:37][CH2:36]5)=[CH:31][CH:30]=4)[N:21]=3)[CH:17]=[N:16]2)[CH2:7][N:6]([C:8](OC(C)(C)C)=O)[CH2:5]1)#[N:2].Cl.O1CCOCC1.[F:49][C:50]([F:61])([F:60])S(OC[C:50]([F:61])([F:60])[F:49])(=O)=O. Product: [CH3:41][N:38]1[CH2:39][CH2:40][N:35]([C:32]2[CH:33]=[CH:34][C:29]([C:22]3[N:21]=[C:20]([C:18]4[CH:17]=[N:16][N:15]([C:4]5([CH2:3][C:1]#[N:2])[CH2:5][N:6]([CH2:8][C:50]([F:61])([F:60])[F:49])[CH2:7]5)[CH:19]=4)[N:25]4[CH:26]=[CH:27][N:28]=[C:24]4[CH:23]=3)=[CH:30][CH:31]=2)[CH2:36][CH2:37]1. The catalyst class is: 5.